Dataset: Experimentally validated miRNA-target interactions with 360,000+ pairs, plus equal number of negative samples. Task: Binary Classification. Given a miRNA mature sequence and a target amino acid sequence, predict their likelihood of interaction. (1) The miRNA is hsa-miR-589-3p with sequence UCAGAACAAAUGCCGGUUCCCAGA. The protein sequence of the target gene is MMWPMHTPLLLLTALMVAVAGSASAQSRTLAGGIHATDLNDKSVQCALDFAISEYNKVINKDEYYSRPLQVMAAYQQIVGGVNYYFNVKFGRTTCTKSQPNLDNCPFNDQPKLKEEEFCSFQINEVPWEDKISILNYKCRKV. Result: 0 (no interaction). (2) The miRNA is rno-miR-499-5p with sequence UUAAGACUUGCAGUGAUGUUU. The protein sequence of the target gene is MAKSGSLSIRVVEGRALPAKDVSGSSDPYCLVKVDDQVVARTATIWRSLSPFWGEEYTVHLPLDFHHLAFYVLDEDTVGHDDIIGKISLSKEAITADPRGIDSWINLSRVDPDAEVQGEVCLDVKLLEDARGRCLRCHVRQARDLAPRDISGTSDPFARVFWGNHSLETSTIKKTRFPHWDEVLELREAPGTTSPLRVELWDWDMVGKNDFLGMVEFTPQTLQQKPPNGWFRLLPFPRAEDSGGSLGALRLKVRLTEDRVLPSQYYQPLMELLLESVQGPAEEDTTSPLALLEELASGDC.... Result: 0 (no interaction). (3) The miRNA is hsa-miR-1285-5p with sequence GAUCUCACUUUGUUGCCCAGG. Result: 0 (no interaction). The protein sequence of the target gene is MSAPAAGATAGGDDAADRNVEMWKIKRLIKSLELARGNGTSMISLIIPPKDQVARIQRMLAEEYGTASNIKSRVNRLSVLGAITSVQGRLKLYNKVPPNGLVVYCGTIMTDEGKEKKVNIDFEPFKAINTSLYLCDNKFHTEALQGLLADDNKFGFIIMDGNGCLFGTLQGNTREVLHKFTVDLPKKHGRGGQSAVRFARLRNEKRHNYVRKVAENSVEQFIKNDKVTVAGLILAGSADFKTELGQSDMFDQRLQAKMIKTVDIAYGGENGFNQAIELAADTLASVKFIQEKKLIGGYFD.... (4) The miRNA is hsa-miR-4720-5p with sequence CCUGGCAUAUUUGGUAUAACUU. The protein sequence of the target gene is MVFPAKRFCLVPSMEGVRWAFSCGTWLPSRAEWLLAVRSIQPEEKERIGQFVFARDAKAAMAGRLMIRKLVAEKLNIPWNHIRLQRTAKGKPVLAKDSSNPYPNFNFNISHQGDYAVLAAEPELQVGIDIMKTSFPGRGSIPEFFHIMKRKFTNKEWETIRSFKDEWTQLDMFYRNWALKESFIKAIGVGLGFELQRLEFDLSPLNLDIGQVYKETRLFLDGEEEKEWAFEESKIDEHHFVAVALRKPDGSRHQDVPSQDDSKPTQRQFTILNFNDLMSSAVPMTPEDPSFWDCFCFTEE.... Result: 1 (interaction). (5) The miRNA is mmu-miR-344d-3p with sequence GAUAUAACCACUGCCAGACUGA. The protein sequence of the target gene is MPSWIRAVILPLSGLLLTLPAAADVKARSCSEVRQAYGAKGFSLADIPYQEIAGEHLRICPQEYTCCTTEMEDKLSQQSKLEFENLVEETSHFVRTTFVSRHKKFDEFFRELLENAEKSLNDMFVRTYGMLYMQNSEVFQDLFTELKRYYTGGNVNLEEMLNDFWARLLERMFQLINPQYHFSEDYLECVSKYTDQLKPFGDVPRKLKIQVTRAFIAARTFVQGLTVGREVANRVSKVSPTPGCIRALMKMLYCPYCRGLPTVRPCNNYCLNVMKGCLANQADLDTEWNLFIDAMLLVAE.... Result: 1 (interaction). (6) The miRNA is hsa-miR-642a-3p with sequence AGACACAUUUGGAGAGGGAACC. The protein sequence of the target gene is MMEGLKKRTRKAFGIRKKEKDTDSTGSPDRDGIQPSPHEPPYNSKAECAREGGKKVSKKSNGAPNGFYAEIDWERYNSPELDEEGYSIRPEEPGSTKGKHFYSSSESEEEEESHKKFNIKIKPLQSKDILKNAATVDELKASIGNIALSPSPVRKSPRRSPGAIKRNLSSEEVARPRRSTPTPELISKKPPDDTTALAPLFGPPLESAFDEQKTEVLLDQPEIWGSGQPINPSMESPKLTRPFPTGTPPPLPPKNVPATPPRTGSPLTIGPGNDQSATEVKIEKLPSINDLDSIFGPVLS.... Result: 1 (interaction).